Dataset: Full USPTO retrosynthesis dataset with 1.9M reactions from patents (1976-2016). Task: Predict the reactants needed to synthesize the given product. (1) Given the product [Cl:8][C:7]1[CH:2]=[C:3]([CH2:4][S:9]([NH:12][C:13]2[CH:14]=[N:15][C:16]([C:20]([F:21])([F:22])[F:23])=[CH:17][C:18]=2[OH:19])(=[O:10])=[O:11])[CH:29]=[CH:30][C:25]=1[Cl:24], predict the reactants needed to synthesize it. The reactants are: Br[C:2]1[CH:3]=[C:4]([S:9]([NH:12][C:13]2[CH:14]=[N:15][C:16]([C:20]([F:23])([F:22])[F:21])=[CH:17][C:18]=2[OH:19])(=[O:11])=[O:10])C=N[C:7]=1[Cl:8].[Cl:24][C:25]1C=C(CS(Cl)(=O)=O)C=[CH:29][C:30]=1Cl.BrC1C=C(S(Cl)(=O)=O)C=NC=1Cl. (2) Given the product [CH3:12][C:6]1([CH3:13])[NH:5][C:4]2[CH:3]=[C:2]([C:17]3[CH:18]=[N:14][NH:15][CH:16]=3)[S:10][C:9]=2[C:8](=[O:11])[NH:7]1, predict the reactants needed to synthesize it. The reactants are: Br[C:2]1[S:10][C:9]2[C:8](=[O:11])[NH:7][C:6]([CH3:13])([CH3:12])[NH:5][C:4]=2[CH:3]=1.[NH:14]1[CH:18]=[C:17](B2OC(C)(C)C(C)(C)O2)[CH:16]=[N:15]1.C(=O)([O-])[O-].[Na+].[Na+].COCCOC. (3) The reactants are: [N+:1]([C:4]1[CH:5]=[CH:6][C:7]2[NH:12][CH2:11][CH2:10][O:9][C:8]=2[CH:13]=1)([O-:3])=[O:2].[H-].[Na+].Cl.Cl[CH2:18][CH2:19][N:20]1[CH2:24][CH2:23][CH2:22][CH2:21]1. Given the product [N+:1]([C:4]1[CH:5]=[CH:6][C:7]2[N:12]([CH2:18][CH2:19][N:20]3[CH2:24][CH2:23][CH2:22][CH2:21]3)[CH2:11][CH2:10][O:9][C:8]=2[CH:13]=1)([O-:3])=[O:2], predict the reactants needed to synthesize it. (4) Given the product [CH3:1][N:2]([CH3:22])[CH2:3][CH2:4][N:5]1[C:14]2[C:9](=[CH:10][C:11]([C:32]3[CH:33]=[N:34][C:29]([NH:28][C:27]([NH:26][CH:23]([CH3:25])[CH3:24])=[O:47])=[CH:30][C:31]=3[C:38]3[S:39][CH:40]=[C:41]([C:43]([F:46])([F:44])[F:45])[N:42]=3)=[CH:12][CH:13]=2)[C:8](=[O:16])[C:7]([C:17]([O:19][CH2:20][CH3:21])=[O:18])=[CH:6]1, predict the reactants needed to synthesize it. The reactants are: [CH3:1][N:2]([CH3:22])[CH2:3][CH2:4][N:5]1[C:14]2[C:9](=[CH:10][C:11](I)=[CH:12][CH:13]=2)[C:8](=[O:16])[C:7]([C:17]([O:19][CH2:20][CH3:21])=[O:18])=[CH:6]1.[CH:23]([NH:26][C:27](=[O:47])[NH:28][C:29]1[N:34]=[CH:33][C:32](B(O)O)=[C:31]([C:38]2[S:39][CH:40]=[C:41]([C:43]([F:46])([F:45])[F:44])[N:42]=2)[CH:30]=1)([CH3:25])[CH3:24].C(=O)(O)[O-].[Na+]. (5) Given the product [F:1][C:2]1[CH:10]=[CH:9][CH:8]=[CH:7][C:3]=1[C:4]([N:25]1[CH2:24][CH2:23][CH:22]([O:21][C:13]2[C:12]([CH3:11])=[CH:17][C:16]([N+:18]([O-:20])=[O:19])=[CH:15][N:14]=2)[CH2:27][CH2:26]1)=[O:5], predict the reactants needed to synthesize it. The reactants are: [F:1][C:2]1[CH:10]=[CH:9][CH:8]=[CH:7][C:3]=1[C:4](Cl)=[O:5].[CH3:11][C:12]1[C:13]([O:21][CH:22]2[CH2:27][CH2:26][NH:25][CH2:24][CH2:23]2)=[N:14][CH:15]=[C:16]([N+:18]([O-:20])=[O:19])[CH:17]=1.C(N(CC)CC)C. (6) Given the product [F:20][C:19]1[C:14]([C:11]2([C:21]#[N:22])[CH2:10][CH2:9][NH:8][CH2:13][CH2:12]2)=[N:15][CH:16]=[CH:17][CH:18]=1, predict the reactants needed to synthesize it. The reactants are: C(OC([N:8]1[CH2:13][CH2:12][C:11]([C:21]#[N:22])([C:14]2[C:19]([F:20])=[CH:18][CH:17]=[CH:16][N:15]=2)[CH2:10][CH2:9]1)=O)(C)(C)C. (7) Given the product [CH3:17][O:1][C:2]1[CH:11]=[CH:10][C:9]([N+:12]([O-:14])=[O:13])=[C:8]2[C:3]=1[CH2:4][CH2:5][N:6]([CH3:16])[C:7]2=[O:15], predict the reactants needed to synthesize it. The reactants are: [OH:1][C:2]1[CH:11]=[CH:10][C:9]([N+:12]([O-:14])=[O:13])=[C:8]2[C:3]=1[CH2:4][CH2:5][N:6]([CH3:16])[C:7]2=[O:15].[C:17](=O)([O-])[O-].[K+].[K+].IC. (8) Given the product [CH3:7][C:6]1[C:2]([C:16]([O:18][CH3:19])=[O:17])=[CH:3][S:4][CH:5]=1, predict the reactants needed to synthesize it. The reactants are: Br[C:2]1[C:6]([CH3:7])=[CH:5][S:4][CH:3]=1.[Cl-].[Li+].C([Mg]Cl)(C)C.Cl[C:16]([O:18][CH3:19])=[O:17].